From a dataset of Forward reaction prediction with 1.9M reactions from USPTO patents (1976-2016). Predict the product of the given reaction. (1) Given the reactants [CH3:1][O:2][C:3]([C:5]1[C@H:6]([C:18]2[CH:23]=[CH:22][C:21](F)=[CH:20][C:19]=2Cl)[N:7]=[C:8]([C:13]2[S:14][CH:15]=[CH:16][N:17]=2)[NH:9][C:10]=1[CH2:11][Br:12])=[O:4].[Cl:26]C1C=CC(C=O)=CC=1, predict the reaction product. The product is: [Br:12][CH2:11][C:10]1[NH:9][C:8]([C:13]2[S:14][CH:15]=[CH:16][N:17]=2)=[N:7][CH:6]([C:18]2[CH:23]=[CH:22][C:21]([Cl:26])=[CH:20][CH:19]=2)[C:5]=1[C:3]([O:2][CH3:1])=[O:4]. (2) Given the reactants C(OC([N:6]([CH2:8][CH2:9][CH:10]([CH3:12])[CH3:11])[NH2:7])=O)C.[C:13]([OH:18])(=[O:17])[C:14]([OH:16])=[O:15], predict the reaction product. The product is: [C:13]([OH:18])(=[O:17])[C:14]([OH:16])=[O:15].[CH3:11][CH:10]([CH3:12])[CH2:9][CH2:8][NH:6][NH2:7]. (3) Given the reactants [F:1][C:2]1[CH:7]=[CH:6][C:5]([C:8]2[C:19]([C:20]3[CH:25]=[CH:24][C:23](=[O:26])[N:22]([C:27]4[CH:32]=[CH:31][CH:30]=[CH:29][C:28]=4[CH3:33])[N:21]=3)=[C:11]3[NH:12][CH2:13][CH:14]([CH:16]=[N:17]O)[CH2:15][N:10]3[N:9]=2)=[CH:4][CH:3]=1.O, predict the reaction product. The product is: [F:1][C:2]1[CH:3]=[CH:4][C:5]([C:8]2[C:19]([C:20]3[CH:25]=[CH:24][C:23](=[O:26])[N:22]([C:27]4[CH:32]=[CH:31][CH:30]=[CH:29][C:28]=4[CH3:33])[N:21]=3)=[C:11]3[NH:12][CH2:13][CH:14]([C:16]#[N:17])[CH2:15][N:10]3[N:9]=2)=[CH:6][CH:7]=1. (4) Given the reactants [CH3:1][C:2]1[N:3]([C:16]2[CH:21]=[CH:20][CH:19]=[CH:18][C:17]=2[CH3:22])[C:4]([C:7](=O)[CH2:8][C:9]2[CH:14]=[CH:13][CH:12]=[CH:11][CH:10]=2)=[N:5][N:6]=1.Cl.[NH2:24][OH:25].[OH-].[Na+].Cl, predict the reaction product. The product is: [CH3:1][C:2]1[N:3]([C:16]2[CH:21]=[CH:20][CH:19]=[CH:18][C:17]=2[CH3:22])[C:4]([C:7](=[N:24][OH:25])[CH2:8][C:9]2[CH:14]=[CH:13][CH:12]=[CH:11][CH:10]=2)=[N:5][N:6]=1. (5) The product is: [NH2:1][C:2]1[N:3]=[CH:4][C:5]2[CH:11]=[C:10]([C:12]3[CH:17]=[CH:16][C:15]([F:18])=[C:14]([NH2:19])[CH:13]=3)[C:9](=[O:22])[N:8]([CH:23]([CH3:25])[CH3:24])[C:6]=2[N:7]=1. Given the reactants [NH2:1][C:2]1[N:3]=[CH:4][C:5]2[CH:11]=[C:10]([C:12]3[CH:17]=[CH:16][C:15]([F:18])=[C:14]([N+:19]([O-])=O)[CH:13]=3)[C:9](=[O:22])[N:8]([CH:23]([CH3:25])[CH3:24])[C:6]=2[N:7]=1, predict the reaction product. (6) Given the reactants [N+:1]([C:4]1[CH:9]=[CH:8][CH:7]=[CH:6][C:5]=1[NH:10][C:11]1[CH:19]=[CH:18][CH:17]=[CH:16][C:12]=1[C:13](O)=[O:14])([O-])=O.[O-]S(S([O-])=O)=O.[Na+].[Na+], predict the reaction product. The product is: [CH:16]1[C:12]2[C:13](=[O:14])[NH:1][C:4]3[CH:9]=[CH:8][CH:7]=[CH:6][C:5]=3[NH:10][C:11]=2[CH:19]=[CH:18][CH:17]=1. (7) Given the reactants C([Li])CCC.[Cl:6][C:7]1[N:8]=[C:9]([N:16]2[CH2:21][CH2:20][O:19][CH2:18][CH2:17]2)[C:10]2[S:15][CH:14]=[N:13][C:11]=2[N:12]=1.[I:22]I, predict the reaction product. The product is: [Cl:6][C:7]1[N:8]=[C:9]([N:16]2[CH2:17][CH2:18][O:19][CH2:20][CH2:21]2)[C:10]2[S:15][C:14]([I:22])=[N:13][C:11]=2[N:12]=1. (8) Given the reactants [CH3:1][O:2][C:3]([C@@H:5]1[CH2:9][C:8]([F:11])([F:10])[CH2:7][N:6]1C(OC(C)(C)C)=O)=[O:4].C(O)(C(F)(F)F)=O, predict the reaction product. The product is: [CH3:1][O:2][C:3]([C@@H:5]1[CH2:9][C:8]([F:11])([F:10])[CH2:7][NH:6]1)=[O:4]. (9) Given the reactants [F:1][C:2]1[CH:7]=[C:6]([F:8])[CH:5]=[CH:4][C:3]=1[N:9]1[C:17](=[O:18])[C:16]2[C@@H:15]3[C:19]([CH3:21])([CH3:20])[C@@:12]([CH3:22])([CH2:13][CH2:14]3)[C:11]=2[NH:10]1.[F:23][C:24]1[CH:31]=[CH:30][C:27]([CH2:28]Br)=[C:26]([C:32]([F:35])([F:34])[F:33])[CH:25]=1.ClCCl, predict the reaction product. The product is: [F:1][C:2]1[CH:7]=[C:6]([F:8])[CH:5]=[CH:4][C:3]=1[N:9]1[C:17](=[O:18])[C:16]2[C@@H:15]3[C:19]([CH3:21])([CH3:20])[C@@:12]([CH3:22])([CH2:13][CH2:14]3)[C:11]=2[N:10]1[CH2:28][C:27]1[CH:30]=[CH:31][C:24]([F:23])=[CH:25][C:26]=1[C:32]([F:34])([F:33])[F:35].